From a dataset of Full USPTO retrosynthesis dataset with 1.9M reactions from patents (1976-2016). Predict the reactants needed to synthesize the given product. (1) Given the product [C:1]1([N:7]2[C:8]([CH:10]3[CH2:15][CH2:14][N:13]([C:16]([O:18][C:19]([CH3:22])([CH3:21])[CH3:20])=[O:17])[CH2:12][CH2:11]3)=[N:58][N:57]=[N:56]2)[CH:6]=[CH:5][CH:4]=[CH:3][CH:2]=1, predict the reactants needed to synthesize it. The reactants are: [C:1]1([NH:7][C:8]([CH:10]2[CH2:15][CH2:14][N:13]([C:16]([O:18][C:19]([CH3:22])([CH3:21])[CH3:20])=[O:17])[CH2:12][CH2:11]2)=O)[CH:6]=[CH:5][CH:4]=[CH:3][CH:2]=1.CC(OC(/N=N/C(OC(C)C)=O)=O)C.C1(P(C2C=CC=CC=2)C2C=CC=CC=2)C=CC=CC=1.[N:56]([Si](C)(C)C)=[N+:57]=[N-:58]. (2) Given the product [Br:1][C:2]1[CH:3]=[C:4]2[C:9](=[CH:10][C:11]=1[Cl:12])[N:8]=[CH:7][N:6]=[C:5]2[CH:13]1[CH2:14][CH2:15][N:16]([C:19]([O:21][C:22]([CH3:25])([CH3:24])[CH3:23])=[O:20])[CH2:17][CH2:18]1, predict the reactants needed to synthesize it. The reactants are: [Br:1][C:2]1[CH:3]=[C:4]2[C:9](=[CH:10][C:11]=1[Cl:12])[N:8]=[CH:7][N:6]=[C:5]2[C:13]1(C(OC)=O)[CH2:18][CH2:17][N:16]([C:19]([O:21][C:22]([CH3:25])([CH3:24])[CH3:23])=[O:20])[CH2:15][CH2:14]1.[Li+].[Cl-].O. (3) Given the product [CH2:14]([N:9]1[CH2:10][C@@H:11]([CH3:12])[C@H:5]2[CH2:4][CH2:3][C@H:2]([CH3:1])[C@H:6]2[C:7]1=[O:8])[CH2:15][CH2:16][CH2:17][CH3:18], predict the reactants needed to synthesize it. The reactants are: [CH3:1][CH:2]1[CH:6]2[C:7]([NH:9][CH:10]=[C:11]([CH3:12])[CH:5]2[CH2:4][CH2:3]1)=[O:8].I[CH2:14][CH2:15][CH2:16][CH2:17][CH3:18]. (4) Given the product [CH2:19]([O:21][C:22]1[CH:23]=[C:24]([CH:33]=[CH:34][C:35]=1[O:36][CH3:37])[CH2:25][N:26]1[CH2:27][CH2:28][CH:29]([NH:32][C:2]2[N:11]=[C:10]([C:12]3[CH:17]=[CH:16][CH:15]=[CH:14][C:13]=3[F:18])[C:9]3[C:4](=[CH:5][CH:6]=[CH:7][CH:8]=3)[N:3]=2)[CH2:30][CH2:31]1)[CH3:20], predict the reactants needed to synthesize it. The reactants are: Cl[C:2]1[N:11]=[C:10]([C:12]2[CH:17]=[CH:16][CH:15]=[CH:14][C:13]=2[F:18])[C:9]2[C:4](=[CH:5][CH:6]=[CH:7][CH:8]=2)[N:3]=1.[CH2:19]([O:21][C:22]1[CH:23]=[C:24]([CH:33]=[CH:34][C:35]=1[O:36][CH3:37])[CH2:25][N:26]1[CH2:31][CH2:30][CH:29]([NH2:32])[CH2:28][CH2:27]1)[CH3:20]. (5) Given the product [NH2:2][C:1]1[NH:28][N:27]=[C:7]([NH:12][C:13]2[CH:18]=[CH:17][C:16]([N:19]3[CH2:24][CH2:23][O:22][C:21](=[O:26])[CH2:20]3)=[CH:15][CH:14]=2)[C:3]=1[C:4]([NH2:6])=[O:5], predict the reactants needed to synthesize it. The reactants are: [C:1]([C:3](=[C:7](SC)SC)[C:4]([NH2:6])=[O:5])#[N:2].[NH2:12][C:13]1[CH:18]=[CH:17][C:16]([N:19]2[CH2:24][CH2:23][O:22][CH2:21][C:20]2=O)=[CH:15][CH:14]=1.[OH2:26].[NH2:27][NH2:28]. (6) Given the product [F:27][C:12]([F:11])([F:26])[C:13]1[CH:25]=[CH:24][CH:23]=[CH:22][C:14]=1[O:15][CH:16]1[CH2:21][CH2:20][N:19]([C:2]2[N:10]=[C:9]3[C:5]([N:6]=[CH:7][NH:8]3)=[CH:4][N:3]=2)[CH2:18][CH2:17]1, predict the reactants needed to synthesize it. The reactants are: Cl[C:2]1[N:10]=[C:9]2[C:5]([NH:6][CH:7]=[N:8]2)=[CH:4][N:3]=1.[F:11][C:12]([F:27])([F:26])[C:13]1[CH:25]=[CH:24][CH:23]=[CH:22][C:14]=1[O:15][CH:16]1[CH2:21][CH2:20][NH:19][CH2:18][CH2:17]1.C(N(CC)CC)C. (7) The reactants are: [C:1]([NH:8][C:9]1[CH:10]=[N:11][CH:12]=[CH:13][C:14]=1[C:15]1[CH:20]=[CH:19][CH:18]=[CH:17][C:16]=1[CH3:21])(OC(C)(C)C)=O.[H-].[H-].[H-].[H-].[Li+].[Al+3].[O-]S([O-])(=O)=O.[Na+].[Na+].O. Given the product [CH3:1][NH:8][C:9]1[CH:10]=[N:11][CH:12]=[CH:13][C:14]=1[C:15]1[CH:20]=[CH:19][CH:18]=[CH:17][C:16]=1[CH3:21], predict the reactants needed to synthesize it.